From a dataset of NCI-60 drug combinations with 297,098 pairs across 59 cell lines. Regression. Given two drug SMILES strings and cell line genomic features, predict the synergy score measuring deviation from expected non-interaction effect. Drug 1: CC1CCCC2(C(O2)CC(NC(=O)CC(C(C(=O)C(C1O)C)(C)C)O)C(=CC3=CSC(=N3)C)C)C. Drug 2: CC1C(C(CC(O1)OC2CC(CC3=C2C(=C4C(=C3O)C(=O)C5=C(C4=O)C(=CC=C5)OC)O)(C(=O)CO)O)N)O.Cl. Cell line: SF-268. Synergy scores: CSS=46.8, Synergy_ZIP=0.547, Synergy_Bliss=1.54, Synergy_Loewe=2.66, Synergy_HSA=2.45.